Dataset: Full USPTO retrosynthesis dataset with 1.9M reactions from patents (1976-2016). Task: Predict the reactants needed to synthesize the given product. Given the product [Cl:1][C:2]1[CH:3]=[C:4]2[C:8](=[CH:9][CH:10]=1)[N:7]([C:11]1[CH:12]=[CH:15][C:16]([C:19]([F:22])([F:21])[F:20])=[CH:17][C:27]=1[C:26]([OH:29])=[O:23])[CH:6]=[CH:5]2, predict the reactants needed to synthesize it. The reactants are: [Cl:1][C:2]1[CH:3]=[C:4]2[C:8](=[CH:9][CH:10]=1)[N:7]([C:11]1C=[CH:17][C:16]([C:19]([F:22])([F:21])[F:20])=[CH:15][C:12]=1C#N)[CH:6]=[CH:5]2.[OH-:23].[Na+].Cl.[CH2:26]([OH:29])[CH2:27]O.